From a dataset of Catalyst prediction with 721,799 reactions and 888 catalyst types from USPTO. Predict which catalyst facilitates the given reaction. (1) Reactant: [N:1]1([C:10]2[N:18]=[C:17](Cl)[N:16]=[C:15]3[C:11]=2[N:12]=[CH:13][NH:14]3)[C:5]2[CH:6]=[CH:7][CH:8]=[CH:9][C:4]=2[N:3]=[CH:2]1.[NH2:20][C:21]1[CH:26]=[CH:25][CH:24]=[CH:23][CH:22]=1. Product: [N:1]1([C:10]2[N:18]=[C:17]([NH:20][C:21]3[CH:26]=[CH:25][CH:24]=[CH:23][CH:22]=3)[N:16]=[C:15]3[C:11]=2[N:12]=[CH:13][NH:14]3)[C:5]2[CH:6]=[CH:7][CH:8]=[CH:9][C:4]=2[N:3]=[CH:2]1. The catalyst class is: 2. (2) Reactant: [CH3:1][CH:2]([CH2:5][CH2:6][CH3:7])[CH:3]=[O:4].[F-].[K+].[N+:10]([CH3:13])([O-:12])=[O:11]. Product: [CH3:1][CH:2]([CH2:5][CH2:6][CH3:7])[CH:3]([OH:4])[CH2:13][N+:10]([O-:12])=[O:11]. The catalyst class is: 32. (3) Reactant: Cl.[C:2](Cl)(=[O:9])[C:3]1[CH:8]=[CH:7][CH:6]=[N:5][CH:4]=1.C(N(CC)CC)C.[NH2:18][C:19]1[CH:20]=[CH:21][CH:22]=[C:23]2[C:28]=1[CH:27]=[N:26][CH:25]=[C:24]2[Br:29]. Product: [Br:29][C:24]1[C:23]2[C:28](=[C:19]([NH:18][C:2](=[O:9])[C:3]3[CH:8]=[CH:7][CH:6]=[N:5][CH:4]=3)[CH:20]=[CH:21][CH:22]=2)[CH:27]=[N:26][CH:25]=1. The catalyst class is: 49. (4) Reactant: C[O:2][C:3](=[O:46])[C:4]1[CH:9]=[CH:8][C:7]([N:10]2[C:14](=[O:15])[C@H:13]3[C@H:16]([C:34]4[CH:39]=[CH:38][CH:37]=[C:36]([Cl:40])[C:35]=4[F:41])[C:17]4([C:31]5[C:26](=[CH:27][C:28]([Cl:32])=[CH:29][CH:30]=5)[NH:25][C:24]4=[O:33])[C@H:18]([CH2:19][C:20]([CH3:23])([CH3:22])[CH3:21])[N:12]3[C@@H:11]2[CH3:42])=[C:6]([O:43][CH3:44])[C:5]=1C.C1COCC1.[OH-].[K+]. Product: [ClH:32].[Cl:32][C:28]1[CH:27]=[C:26]2[NH:25][C:24](=[O:33])[C:17]3([C@H:18]([CH2:19][C:20]([CH3:23])([CH3:22])[CH3:21])[N:12]4[C@H:11]([CH3:42])[N:10]([C:7]5[CH:8]=[CH:9][C:4]([C:3]([OH:46])=[O:2])=[CH:5][C:6]=5[O:43][CH3:44])[C:14](=[O:15])[C@H:13]4[C@@H:16]3[C:34]3[CH:39]=[CH:38][CH:37]=[C:36]([Cl:40])[C:35]=3[F:41])[C:31]2=[CH:30][CH:29]=1. The catalyst class is: 5. (5) Reactant: [Cl:1][C:2]1[CH:3]=[N:4][NH:5][C:6]=1[C:7]1[CH:8]=[C:9]([CH:14]=[CH:15][C:16]=1[CH3:17])[C:10]([O:12]C)=[O:11]. Product: [Cl:1][C:2]1[CH:3]=[N:4][NH:5][C:6]=1[C:7]1[CH:8]=[C:9]([CH:14]=[CH:15][C:16]=1[CH3:17])[C:10]([OH:12])=[O:11]. The catalyst class is: 562. (6) Product: [ClH:1].[N+:29]([C:21]1[CH:22]=[CH:23][C:24]([C:26]([NH2:27])=[O:28])=[CH:25][C:20]=1[O:19][CH:16]1[CH2:17][CH2:18][NH:14][CH2:15]1)([O-:31])=[O:30]. Reactant: [ClH:1].C(OCC)C.C(OC([N:14]1[CH2:18][CH2:17][CH:16]([O:19][C:20]2[CH:25]=[C:24]([C:26](=[O:28])[NH2:27])[CH:23]=[CH:22][C:21]=2[N+:29]([O-:31])=[O:30])[CH2:15]1)=O)(C)(C)C. The catalyst class is: 41. (7) Reactant: [OH:1][CH:2]1[O:21][C@H:20]([CH2:22][OH:23])[C@@H:7]([O:8][C@@H]2O[C@H](CO)[C@H](O)[C@H](O)[C@H]2O)[C@H:5]([OH:6])[C@H:3]1[OH:4].O=C[C@@H]([C@H]([C@H]([C@@H](CO)O)O)O)O. Product: [O:1]=[CH:2][C@@H:3]([C@H:5]([C@@H:7]([C@@H:20]([CH2:22][OH:23])[OH:21])[OH:8])[OH:6])[OH:4]. The catalyst class is: 6. (8) Reactant: C([O-])([O-])=O.[Cs+].[Cs+].[CH2:7]([O:14][C:15]1[CH:25]=[C:18]2[C:19](=[O:24])[NH:20][CH2:21][CH2:22][CH2:23][N:17]2[N:16]=1)[C:8]1[CH:13]=[CH:12][CH:11]=[CH:10][CH:9]=1.Br[CH2:27][CH:28]1[CH2:30][CH2:29]1. Product: [CH2:7]([O:14][C:15]1[CH:25]=[C:18]2[C:19](=[O:24])[N:20]([CH2:27][CH:28]3[CH2:30][CH2:29]3)[CH2:21][CH2:22][CH2:23][N:17]2[N:16]=1)[C:8]1[CH:9]=[CH:10][CH:11]=[CH:12][CH:13]=1. The catalyst class is: 3. (9) Reactant: C[O:2][C:3](=[O:23])[C:4]1[C:9]([CH3:10])=[CH:8][C:7]([C:11]2[CH:16]=[CH:15][CH:14]=[C:13]([C:17]([F:20])([F:19])[F:18])[CH:12]=2)=[N:6][C:5]=1[O:21][CH3:22].[OH-].[Li+].Cl.O. Product: [CH3:22][O:21][C:5]1[N:6]=[C:7]([C:11]2[CH:16]=[CH:15][CH:14]=[C:13]([C:17]([F:20])([F:18])[F:19])[CH:12]=2)[CH:8]=[C:9]([CH3:10])[C:4]=1[C:3]([OH:23])=[O:2]. The catalyst class is: 36. (10) Reactant: [O:1]=[C:2]1[N:6]([C:7]2[CH:8]=[CH:9][C:10]3[C:16](=O)[CH:15]([C:18]([C:20]4[CH:21]=[N:22][CH:23]=[CH:24][CH:25]=4)=O)[CH2:14][CH2:13][CH2:12][C:11]=3[CH:26]=2)[CH2:5][C@H:4]([CH2:27][NH:28][C:29](=[O:36])[C:30]2[CH:35]=[CH:34][CH:33]=[N:32][CH:31]=2)[O:3]1.O.[NH2:38][NH2:39]. Product: [O:1]=[C:2]1[N:6]([C:7]2[CH:8]=[CH:9][C:10]3[C:16]4[NH:38][N:39]=[C:18]([C:20]5[CH:21]=[N:22][CH:23]=[CH:24][CH:25]=5)[C:15]=4[CH2:14][CH2:13][CH2:12][C:11]=3[CH:26]=2)[CH2:5][C@H:4]([CH2:27][NH:28][C:29](=[O:36])[C:30]2[CH:35]=[CH:34][CH:33]=[N:32][CH:31]=2)[O:3]1. The catalyst class is: 8.